From a dataset of Catalyst prediction with 721,799 reactions and 888 catalyst types from USPTO. Predict which catalyst facilitates the given reaction. (1) Reactant: [CH:1]1([CH2:6][NH:7][C:8]2[CH:13]=[CH:12][C:11]([S:14]([CH3:17])(=[O:16])=[O:15])=[CH:10][C:9]=2[C:18]2[C:26]3[C:21](=[C:22]([O:27]C)[N:23]=[CH:24][CH:25]=3)[N:20]([CH3:29])[CH:19]=2)[CH2:5][CH2:4][CH2:3][CH2:2]1. Product: [CH:1]1([CH2:6][NH:7][C:8]2[CH:13]=[CH:12][C:11]([S:14]([CH3:17])(=[O:16])=[O:15])=[CH:10][C:9]=2[C:18]2[C:26]3[CH:25]=[CH:24][NH:23][C:22](=[O:27])[C:21]=3[N:20]([CH3:29])[CH:19]=2)[CH2:5][CH2:4][CH2:3][CH2:2]1. The catalyst class is: 393. (2) Reactant: [C:1]([O:5][C:6]([N:8]1[CH2:17][CH2:16][C:15]2[C:10](=[CH:11][CH:12]=[C:13]([C:18](O)=[O:19])[CH:14]=2)[CH2:9]1)=[O:7])([CH3:4])([CH3:3])[CH3:2].[NH2:21][C:22]1[CH:27]=[CH:26][CH:25]=[CH:24][CH:23]=1.C(P1(=O)OP(CCC)(=O)OP(CCC)(=O)O1)CC.CN(C=O)C. Product: [C:22]1([NH:21][C:18]([C:13]2[CH:14]=[C:15]3[C:16](=[CH:11][CH:12]=2)[CH2:17][N:8]([C:6]([O:5][C:1]([CH3:4])([CH3:2])[CH3:3])=[O:7])[CH2:9][CH2:10]3)=[O:19])[CH:27]=[CH:26][CH:25]=[CH:24][CH:23]=1. The catalyst class is: 25. (3) Reactant: [N:1]([C:9]([O:11][CH:12]([CH3:14])[CH3:13])=[O:10])=[N:2][C:3]([O:5][CH:6]([CH3:8])[CH3:7])=[O:4].[C:15]1([P:21]([C:28]2[CH:33]=[CH:32][CH:31]=[CH:30][CH:29]=2)[C:22]2[CH:27]=[CH:26][CH:25]=[CH:24][CH:23]=2)[CH:20]=[CH:19][CH:18]=[CH:17][CH:16]=1. Product: [CH:31]1[CH:30]=[CH:29][C:28]([P:21]([C:22]2[CH:27]=[CH:26][CH:25]=[CH:24][CH:23]=2)[C:15]2[CH:20]=[CH:19][CH:18]=[CH:17][CH:16]=2)=[CH:33][CH:32]=1.[CH3:8][CH:6]([O:5][C:3](/[N:2]=[N:1]/[C:9]([O:11][CH:12]([CH3:14])[CH3:13])=[O:10])=[O:4])[CH3:7]. The catalyst class is: 1. (4) Reactant: [F:1][C:2]1[CH:7]=[CH:6][C:5]([N:8]2[CH:12]=[N:11][N:10]=[C:9]2[CH:13]=O)=[CH:4][CH:3]=1.C(OP([CH2:23][C:24]([O:26]CC)=[O:25])(OCC)=O)C.[H-].[Na+].Cl. Product: [F:1][C:2]1[CH:3]=[CH:4][C:5]([N:8]2[CH:12]=[N:11][N:10]=[C:9]2/[CH:13]=[CH:23]/[C:24]([OH:26])=[O:25])=[CH:6][CH:7]=1. The catalyst class is: 7. (5) Reactant: [Br:1][C:2]1[CH:7]=[CH:6][C:5]([C:8]2([OH:18])[CH2:17][CH2:16][C:11]3(OCC[O:12]3)[CH2:10][CH2:9]2)=[CH:4][CH:3]=1.S(O)(C1C=CC(C)=CC=1)(=O)=O. Product: [Br:1][C:2]1[CH:3]=[CH:4][C:5]([C:8]2([OH:18])[CH2:9][CH2:10][C:11](=[O:12])[CH2:16][CH2:17]2)=[CH:6][CH:7]=1. The catalyst class is: 95.